This data is from Reaction yield outcomes from USPTO patents with 853,638 reactions. The task is: Predict the reaction yield, written as a fraction of the theoretical maximum amount of product (1.0 means a 100% yield; for example, 0.34 means a 34% yield). (1) The reactants are [C:1]([C:9]1[CH:14]=[CH:13][N:12]=[CH:11][CH:10]=1)(=[O:8])[C:2]1[CH:7]=[CH:6][CH:5]=[CH:4][CH:3]=1. The catalyst is C(O)C.C(O)(=O)C. The product is [C:2]1([CH:1]([CH:9]2[CH2:14][CH2:13][NH:12][CH2:11][CH2:10]2)[OH:8])[CH:3]=[CH:4][CH:5]=[CH:6][CH:7]=1. The yield is 0.900. (2) The reactants are N(C(N1CCCCC1)=O)=NC(N1CCCCC1)=O.[Cl:19][C:20]1[CH:39]=[CH:38][C:23]([NH:24][C:25]2[C:34]3[C:29](=[CH:30][C:31]([OH:37])=[C:32]([O:35][CH3:36])[CH:33]=3)[N:28]=[CH:27][N:26]=2)=[C:22]([F:40])[CH:21]=1.C(P(CCCC)CCCC)CCC.O[CH2:55][CH2:56][N:57]1[CH2:62][CH2:61][S:60](=[O:64])(=[O:63])[CH2:59][CH2:58]1. The catalyst is C(Cl)Cl.CCOCC. The product is [Cl:19][C:20]1[CH:39]=[CH:38][C:23]([NH:24][C:25]2[C:34]3[C:29](=[CH:30][C:31]([O:37][CH2:55][CH2:56][N:57]4[CH2:62][CH2:61][S:60](=[O:64])(=[O:63])[CH2:59][CH2:58]4)=[C:32]([O:35][CH3:36])[CH:33]=3)[N:28]=[CH:27][N:26]=2)=[C:22]([F:40])[CH:21]=1. The yield is 0.360. (3) The reactants are [Cl:1][CH2:2][CH2:3][CH2:4][C:5]([C:7]1[CH:12]=[CH:11][C:10]([C:13]([CH3:18])([CH3:17])[C:14]([OH:16])=[O:15])=[CH:9][CH:8]=1)=[O:6].[CH3:19]O. The catalyst is Cl. The product is [Cl:1][CH2:2][CH2:3][CH2:4][C:5]([C:7]1[CH:12]=[CH:11][C:10]([C:13]([CH3:18])([CH3:17])[C:14]([O:16][CH3:19])=[O:15])=[CH:9][CH:8]=1)=[O:6]. The yield is 0.940. (4) The yield is 0.180. The catalyst is CC([O-])=O.CC([O-])=O.[Cu+2]. The reactants are N1C=CC=CC=1.[CH2:7]([S:9]([C:12]1[CH:13]=[CH:14][C:15](C)=[C:16]([NH:18][C:19]2[O:20][C:21]([C:24]3[CH:25]=[C:26]([OH:30])[CH:27]=[CH:28][CH:29]=3)=[CH:22][N:23]=2)[CH:17]=1)(=[O:11])=[O:10])[CH3:8].[C:32]1(B(O)O)[CH:37]=[CH:36][CH:35]=[CH:34][CH:33]=1.ClCCl.[CH2:44]([O:46]CC)C. The product is [CH2:7]([S:9]([C:12]1[CH:13]=[CH:14][C:15]([O:46][CH3:44])=[C:16]([NH:18][C:19]2[O:20][C:21]([C:24]3[CH:29]=[CH:28][CH:27]=[C:26]([O:30][C:32]4[CH:37]=[CH:36][CH:35]=[CH:34][CH:33]=4)[CH:25]=3)=[CH:22][N:23]=2)[CH:17]=1)(=[O:11])=[O:10])[CH3:8]. (5) The reactants are [CH2:1]([N:8]1[C@@H:13]2[CH2:14][CH2:15][C@@:9]1([C:17]1[CH:22]=[CH:21][C:20]([F:23])=[CH:19][CH:18]=1)[C@H:10](O)[CH2:11][CH2:12]2)[C:2]1[CH:7]=[CH:6][CH:5]=[CH:4][CH:3]=1.C(N(CC)CC)C.[F:31][C:32]([F:47])([F:46])[C:33]1[CH:34]=[C:35]([CH:39]=[C:40]([C:42]([F:45])([F:44])[F:43])[CH:41]=1)[C:36](Cl)=[O:37].O. The product is [CH2:1]([N:8]1[C@H:13]2[CH2:14][CH2:15][C@:9]1([C:17]1[CH:18]=[CH:19][C:20]([F:23])=[CH:21][CH:22]=1)[C@H:10]([C:36](=[O:37])[C:35]1[CH:34]=[C:33]([C:32]([F:47])([F:46])[F:31])[CH:41]=[C:40]([C:42]([F:45])([F:44])[F:43])[CH:39]=1)[CH2:11][CH2:12]2)[C:2]1[CH:3]=[CH:4][CH:5]=[CH:6][CH:7]=1. The catalyst is ClCCl.CN(C)C1C=CN=CC=1. The yield is 0.580. (6) The reactants are [N+:1]([C:4]1[CH:12]=[C:11]2[C:7]([CH:8]=[CH:9][NH:10]2)=[CH:6][CH:5]=1)([O-:3])=[O:2].[C:13]([O-])([O-])=O.[K+].[K+].CI.O. The catalyst is CN(C=O)C. The product is [CH3:13][N:10]1[C:11]2[C:7](=[CH:6][CH:5]=[C:4]([N+:1]([O-:3])=[O:2])[CH:12]=2)[CH:8]=[CH:9]1. The yield is 0.980. (7) The reactants are Cl[C:2]1[C:11]2[C:6](=[CH:7][C:8]([O:14][CH3:15])=[C:9]([O:12][CH3:13])[CH:10]=2)[N:5]=[CH:4][N:3]=1.[OH:16][CH:17]1[CH2:22][CH2:21][NH:20][CH2:19][CH2:18]1. The catalyst is CC(O)C. The product is [CH3:13][O:12][C:9]1[CH:10]=[C:11]2[C:6](=[CH:7][C:8]=1[O:14][CH3:15])[N:5]=[CH:4][N:3]=[C:2]2[N:20]1[CH2:21][CH2:22][CH:17]([OH:16])[CH2:18][CH2:19]1. The yield is 0.482.